This data is from CYP1A2 inhibition data for predicting drug metabolism from PubChem BioAssay. The task is: Regression/Classification. Given a drug SMILES string, predict its absorption, distribution, metabolism, or excretion properties. Task type varies by dataset: regression for continuous measurements (e.g., permeability, clearance, half-life) or binary classification for categorical outcomes (e.g., BBB penetration, CYP inhibition). Dataset: cyp1a2_veith. (1) The drug is O=[N+]([O-])c1ccc(CSCc2ccc(Cl)cc2)cc1. The result is 1 (inhibitor). (2) The drug is CCCC(CCC)C(=O)[O-].[Na+]. The result is 0 (non-inhibitor). (3) The drug is CC(C)CO/N=C1/C[C@@H](O)[C@@H](O)[C@H]2[C@@H]1CC[C@@H]1C(=O)N([C@@H](C)c3ccccc3)C(=O)[C@H]12. The result is 0 (non-inhibitor).